From a dataset of Forward reaction prediction with 1.9M reactions from USPTO patents (1976-2016). Predict the product of the given reaction. (1) Given the reactants C([O:8][C:9](=[O:32])[C@@H:10]1[CH2:14][CH2:13][CH2:12][N:11]1[C:15](=[O:31])[CH:16]([CH2:27][CH:28]([CH3:30])[CH3:29])[NH:17][C:18](=[O:26])[CH2:19][C:20]1[CH:25]=[CH:24][CH:23]=[CH:22][CH:21]=1)C1C=CC=CC=1.[H][H], predict the reaction product. The product is: [C:20]1([CH2:19][C:18]([NH:17][CH:16]([C:15]([N:11]2[CH2:12][CH2:13][CH2:14][C@H:10]2[C:9]([OH:32])=[O:8])=[O:31])[CH2:27][CH:28]([CH3:30])[CH3:29])=[O:26])[CH:21]=[CH:22][CH:23]=[CH:24][CH:25]=1. (2) The product is: [CH3:20][S:17]([O:1][CH2:2][CH:3]1[CH2:4][CH2:5][CH2:6][C:7](=[O:9])[NH:8]1)(=[O:19])=[O:18]. Given the reactants [OH:1][CH2:2][CH:3]1[NH:8][C:7](=[O:9])[CH2:6][CH2:5][CH2:4]1.CCN(CC)CC.[S:17](Cl)([CH3:20])(=[O:19])=[O:18], predict the reaction product. (3) Given the reactants C([O:8][C:9]1[CH:10]=[C:11]([CH:22]([OH:36])[CH2:23][NH:24][C:25]([CH3:35])([CH3:34])[CH2:26][C:27]2[CH:32]=[CH:31][C:30]([F:33])=[CH:29][CH:28]=2)[C:12]2[O:17][C:16]([CH3:19])([CH3:18])[C:15](=[O:20])[NH:14][C:13]=2[CH:21]=1)C1C=CC=CC=1, predict the reaction product. The product is: [F:33][C:30]1[CH:31]=[CH:32][C:27]([CH2:26][C:25]([NH:24][CH2:23][CH:22]([C:11]2[C:12]3[O:17][C:16]([CH3:19])([CH3:18])[C:15](=[O:20])[NH:14][C:13]=3[CH:21]=[C:9]([OH:8])[CH:10]=2)[OH:36])([CH3:35])[CH3:34])=[CH:28][CH:29]=1. (4) Given the reactants [C:1]1([CH:7]([C:28]2[CH:33]=[CH:32][CH:31]=[CH:30][CH:29]=2)[N:8]2[C:16]3[C:11](=[CH:12][CH:13]=[CH:14][CH:15]=3)[C:10](O)([C:17]3[CH:22]=[C:21]([CH3:23])[C:20]([CH3:24])=[CH:19][C:18]=3[OH:25])[C:9]2=[O:27])[CH:6]=[CH:5][CH:4]=[CH:3][CH:2]=1.ClC1C=CC=C2C=1C(O)(C1C(O)=CC3OCCC=3C=1)C(=O)N2C(C1C=CC=CC=1)C1C=CC=CC=1, predict the reaction product. The product is: [C:28]1([CH:7]([C:1]2[CH:6]=[CH:5][CH:4]=[CH:3][CH:2]=2)[N:8]2[C:16]3[C:11](=[CH:12][CH:13]=[CH:14][CH:15]=3)[CH:10]([C:17]3[CH:22]=[C:21]([CH3:23])[C:20]([CH3:24])=[CH:19][C:18]=3[OH:25])[C:9]2=[O:27])[CH:29]=[CH:30][CH:31]=[CH:32][CH:33]=1.